Dataset: Catalyst prediction with 721,799 reactions and 888 catalyst types from USPTO. Task: Predict which catalyst facilitates the given reaction. (1) Product: [Cl:1][C:2]1[CH:13]=[CH:12][C:5]([CH:6]=[O:7])=[CH:4][N:3]=1. The catalyst class is: 7. Reactant: [Cl:1][C:2]1[CH:13]=[CH:12][C:5]([C:6](N(OC)C)=[O:7])=[CH:4][N:3]=1.[H-].C([Al+]CC(C)C)C(C)C.CCCCCC. (2) Reactant: [Cl:1][C:2]1[C:3]([C:24]2[N:28]3[CH:29]=[CH:30][CH:31]=[CH:32][C:27]3=[N:26][CH:25]=2)=[N:4][C:5]([NH:8][C:9]2[CH:14]=[CH:13][C:12]([O:15][CH:16]3[CH2:21][CH2:20][NH:19][CH2:18][CH2:17]3)=[CH:11][C:10]=2[O:22][CH3:23])=[N:6][CH:7]=1.C(N(CC)C(C)C)(C)C.[OH:42][CH:43]([CH3:47])[C:44](O)=[O:45]. Product: [Cl:1][C:2]1[C:3]([C:24]2[N:28]3[CH:29]=[CH:30][CH:31]=[CH:32][C:27]3=[N:26][CH:25]=2)=[N:4][C:5]([NH:8][C:9]2[CH:14]=[CH:13][C:12]([O:15][CH:16]3[CH2:21][CH2:20][N:19]([C:44](=[O:45])[CH:43]([OH:42])[CH3:47])[CH2:18][CH2:17]3)=[CH:11][C:10]=2[O:22][CH3:23])=[N:6][CH:7]=1. The catalyst class is: 60. (3) Reactant: [CH:1]1([NH:4][CH2:5][C:6]2[CH:11]=[CH:10][C:9]([Cl:12])=[CH:8][C:7]=2[Cl:13])[CH2:3][CH2:2]1.Br[CH2:15][C:16]([C:18]1[CH:23]=[CH:22][CH:21]=[CH:20][CH:19]=1)=[O:17].C(N(CC)CC)C.BrC1C=CC(C2C3C(=C(Cl)C=C(Cl)C=3)CN(C)C2)=CC=1. Product: [CH:1]1([N:4]([CH2:5][C:6]2[CH:11]=[CH:10][C:9]([Cl:12])=[CH:8][C:7]=2[Cl:13])[CH2:15][C:16]([C:18]2[CH:23]=[CH:22][CH:21]=[CH:20][CH:19]=2)=[O:17])[CH2:2][CH2:3]1. The catalyst class is: 12.